From a dataset of Forward reaction prediction with 1.9M reactions from USPTO patents (1976-2016). Predict the product of the given reaction. Given the reactants [CH:1]1([CH:4]2[C:13]3=[CH:14][N:15]=[CH:16][CH:17]=[C:12]3[C:11]3[CH:10]=[CH:9][C:8]([O:18][CH2:19][C@@H:20]([NH:25]C(=O)OC(C)(C)C)[CH2:21][CH:22]([CH3:24])[CH3:23])=[CH:7][C:6]=3[O:5]2)[CH2:3][CH2:2]1.[ClH:33].O1CCOCC1, predict the reaction product. The product is: [CH:1]1([CH:4]2[C:13]3=[CH:14][N:15]=[CH:16][CH:17]=[C:12]3[C:11]3[CH:10]=[CH:9][C:8]([O:18][CH2:19][C@@H:20]([NH2:25])[CH2:21][CH:22]([CH3:23])[CH3:24])=[CH:7][C:6]=3[O:5]2)[CH2:3][CH2:2]1.[ClH:33].